Dataset: Full USPTO retrosynthesis dataset with 1.9M reactions from patents (1976-2016). Task: Predict the reactants needed to synthesize the given product. (1) Given the product [F:38][C:2]([F:1])([F:37])[C:3]1[CH:8]=[CH:7][C:6]([NH:9][C:10]2[C:19]3[C:14](=[N:15][C:16]([C:20]4[C:25]([C:26]([F:28])([F:29])[F:27])=[CH:24][CH:23]=[CH:22][N:21]=4)=[CH:17][CH:18]=3)[N:13]=[C:12]([CH2:30][O:31][CH3:32])[C:11]=2[C:33]([OH:35])=[O:34])=[CH:5][CH:4]=1, predict the reactants needed to synthesize it. The reactants are: [F:1][C:2]([F:38])([F:37])[C:3]1[CH:8]=[CH:7][C:6]([NH:9][C:10]2[C:19]3[C:14](=[N:15][C:16]([C:20]4[C:25]([C:26]([F:29])([F:28])[F:27])=[CH:24][CH:23]=[CH:22][N:21]=4)=[CH:17][CH:18]=3)[N:13]=[C:12]([CH2:30][O:31][CH3:32])[C:11]=2[C:33]([O:35]C)=[O:34])=[CH:5][CH:4]=1.C1COCC1.O. (2) Given the product [CH3:1][O:2][C:3]([C:5]1[N:6]=[CH:7][N:8]([CH2:31][CH2:30][N:23]2[C:24]3[C:29](=[CH:28][CH:27]=[CH:26][CH:25]=3)[C@:21]3([CH2:20][C@H:19]3[C:16]3[CH:15]=[CH:14][C:13]([Cl:12])=[CH:18][CH:17]=3)[C:22]2=[O:37])[CH:9]=1)=[O:4], predict the reactants needed to synthesize it. The reactants are: [CH3:1][O:2][C:3]([C:5]1[N:6]=[CH:7][NH:8][CH:9]=1)=[O:4].[H-].[Na+].[Cl:12][C:13]1[CH:18]=[CH:17][C:16]([C@@H:19]2[C@:21]3([C:29]4[C:24](=[CH:25][CH:26]=[CH:27][CH:28]=4)[N:23]([CH2:30][C:31]4C=CN=CC=4)[C:22]3=[O:37])[CH2:20]2)=[CH:15][CH:14]=1.BrCCN1C2C(=CC=CC=2)[C@@]2(C[C@@H]2C2C=CC(Cl)=CC=2)C1=O. (3) Given the product [F:8][C:9]([F:20])([F:19])[S:10]([O-:13])(=[O:12])=[O:11].[F:16][C:15]([F:18])([F:17])[CH2:14][N+:4]1[CH:5]=[CH:6][CH:7]=[C:2]([CH3:1])[CH:3]=1, predict the reactants needed to synthesize it. The reactants are: [CH3:1][C:2]1[CH:3]=[N:4][CH:5]=[CH:6][CH:7]=1.[F:8][C:9]([F:20])([F:19])[S:10]([O:13][CH2:14][C:15]([F:18])([F:17])[F:16])(=[O:12])=[O:11].